Dataset: Cav3 T-type calcium channel HTS with 100,875 compounds. Task: Binary Classification. Given a drug SMILES string, predict its activity (active/inactive) in a high-throughput screening assay against a specified biological target. (1) The result is 0 (inactive). The molecule is O=C1N(C(=O)c2c(C1(C)C)ccc(OC)c2)c1c(OC)cccc1. (2) The compound is S(CC(=O)c1cc2OCCOc2cc1)c1oc(nn1)CNc1c(cc(cc1)C)C. The result is 0 (inactive). (3) The drug is O=C1C=2C(c3c(NC2CCC1)[nH]n(c3=O)c1ccccc1)c1cc2OCOc2cc1. The result is 0 (inactive). (4) The compound is O=C(NCc1cccnc1)c1ncccc1. The result is 0 (inactive). (5) The molecule is s1c(NC(=O)c2cc(N3C(=O)CCC3=O)ccc2)nc(c2oc(cc2)C)c1. The result is 1 (active). (6) The compound is O=C(N(c1c(cc(cc1)C)C)CC(=O)NCCOC)CCC(=O)Nc1noc(c1)C. The result is 0 (inactive). (7) The drug is S(c1n(c(nn1)c1oc2c(c1)cccc2OC)C)CC(=O)NCc1ccccc1. The result is 0 (inactive). (8) The drug is O=C(NC(C)(C)C)C(N(CCCC)C(=O)CCC(=O)Nc1noc(c1)C)c1c(OC)c(OC)ccc1. The result is 0 (inactive). (9) The drug is S(=O)(=O)(CCC(=O)N1CCC2(OCCO2)CC1)c1cc2CC(N(c2cc1)C(=O)CC)C. The result is 0 (inactive). (10) The compound is S(c1n(Cc2occc2)c(nn1)CSc1nc(cc(n1)C)C)CC(=O)Nc1cc(c(cc1)C)C. The result is 1 (active).